This data is from Full USPTO retrosynthesis dataset with 1.9M reactions from patents (1976-2016). The task is: Predict the reactants needed to synthesize the given product. (1) Given the product [C:28]([C:10]1[CH:11]=[N:12][C:13]2[C:18]([C:9]=1[NH:8][C:4]1[CH:3]=[C:2]([NH:1][S:38]([CH3:37])(=[O:40])=[O:39])[CH:7]=[CH:6][CH:5]=1)=[CH:17][C:16]([NH:19][CH2:20][CH2:21][N:22]1[CH2:27][CH2:26][O:25][CH2:24][CH2:23]1)=[N:15][CH:14]=2)#[N:29], predict the reactants needed to synthesize it. The reactants are: [NH2:1][C:2]1[CH:3]=[C:4]([NH:8][C:9]2[C:18]3[C:13](=[CH:14][N:15]=[C:16]([NH:19][CH2:20][CH2:21][N:22]4[CH2:27][CH2:26][O:25][CH2:24][CH2:23]4)[CH:17]=3)[N:12]=[CH:11][C:10]=2[C:28]#[N:29])[CH:5]=[CH:6][CH:7]=1.C(N(CC)CC)C.[CH3:37][S:38](Cl)(=[O:40])=[O:39]. (2) Given the product [CH2:37]([C:30]1[N:29]([CH2:28][C:25]2[CH:26]=[CH:27][C:22]([C:17]3[C:16]([S:13]([NH2:12])(=[O:14])=[O:15])=[CH:21][CH:20]=[CH:19][CH:18]=3)=[CH:23][CH:24]=2)[C:33]([CH:34]=[O:35])=[C:32]([Cl:36])[N:31]=1)[CH2:38][CH2:39][CH3:40], predict the reactants needed to synthesize it. The reactants are: C(O)(C(F)(F)F)=O.C([NH:12][S:13]([C:16]1[C:17]([C:22]2[CH:27]=[CH:26][C:25]([CH2:28][N:29]3[C:33]([CH:34]=[O:35])=[C:32]([Cl:36])[N:31]=[C:30]3[CH2:37][CH2:38][CH2:39][CH3:40])=[CH:24][CH:23]=2)=[CH:18][CH:19]=[CH:20][CH:21]=1)(=[O:15])=[O:14])(C)(C)C. (3) The reactants are: [N+](C1C=CC(COC([N:12]2[CH2:17][CH2:16][C@H:15]([OH:18])[C@H:14]([OH:19])[CH2:13]2)=O)=CC=1)([O-])=O.[CH3:22][C:23]([OH:25])=[O:24]. Given the product [NH:12]1[CH2:17][CH2:16][C@H:15]([OH:18])[C@H:14]([OH:19])[CH2:13]1.[CH3:22][C:23]([OH:25])=[O:24], predict the reactants needed to synthesize it. (4) Given the product [C:1]([O:5][C:6]([N:8]1[CH2:13][CH2:12][CH2:11][CH2:10][CH:9]1[CH2:14][CH2:15][N:16]([CH:17]1[CH2:18][C:19]2[C:24](=[CH:23][CH:22]=[CH:21][CH:20]=2)[CH2:25]1)[C:27]1[N:32]=[CH:31][CH:30]=[CH:29][N:28]=1)=[O:7])([CH3:4])([CH3:2])[CH3:3], predict the reactants needed to synthesize it. The reactants are: [C:1]([O:5][C:6]([N:8]1[CH2:13][CH2:12][CH2:11][CH2:10][CH:9]1[CH2:14][CH2:15][NH:16][CH:17]1[CH2:25][C:24]2[C:19](=[CH:20][CH:21]=[CH:22][CH:23]=2)[CH2:18]1)=[O:7])([CH3:4])([CH3:3])[CH3:2].Br[C:27]1[N:32]=[CH:31][CH:30]=[CH:29][N:28]=1.CC([O-])(C)C.[Na+]. (5) Given the product [Br:17][CH2:15][C:9]1[N:8]([CH3:16])[N:7]([CH:1]2[CH2:2][CH2:3][CH2:4][CH2:5][CH2:6]2)[C:11](=[O:12])[C:10]=1[O:13][CH3:14], predict the reactants needed to synthesize it. The reactants are: [CH:1]1([N:7]2[C:11](=[O:12])[C:10]([O:13][CH3:14])=[C:9]([CH3:15])[N:8]2[CH3:16])[CH2:6][CH2:5][CH2:4][CH2:3][CH2:2]1.[Br:17]N1C(=O)CCC1=O. (6) Given the product [N:4]1[C:8]2[CH:9]=[CH:10][CH:11]=[CH:12][C:7]=2[NH:6][C:5]=1[S:13][CH2:14][CH2:15][N:16]1[CH2:21][CH2:20][N:19]([CH2:38][C:37]([NH:36][C:35]2[C:30]([S:29][CH3:28])=[N:31][C:32]([CH3:43])=[CH:33][C:34]=2[S:41][CH3:42])=[O:40])[CH2:18][CH2:17]1, predict the reactants needed to synthesize it. The reactants are: Cl.Cl.Cl.[N:4]1[C:8]2[CH:9]=[CH:10][CH:11]=[CH:12][C:7]=2[NH:6][C:5]=1[S:13][CH2:14][CH2:15][N:16]1[CH2:21][CH2:20][NH:19][CH2:18][CH2:17]1.C(=O)([O-])[O-].[K+].[K+].[CH3:28][S:29][C:30]1[C:35]([NH:36][C:37](=[O:40])[CH2:38]Br)=[C:34]([S:41][CH3:42])[CH:33]=[C:32]([CH3:43])[N:31]=1. (7) Given the product [O:1]1[CH:5]=[CH:4][CH:3]=[C:2]1[C:6]1[NH:11][C:10](=[O:12])[C:9]2=[C:13]([CH3:14])[N:15]=[C:16]([CH3:17])[N:8]2[N:7]=1, predict the reactants needed to synthesize it. The reactants are: [O:1]1[CH:5]=[CH:4][CH:3]=[C:2]1[C:6]1[NH:11][C:10](=[O:12])[C:9]([CH:13]([NH:15][C:16](=O)[CH3:17])[CH3:14])=[N:8][N:7]=1.P(Cl)(Cl)(Cl)=O. (8) Given the product [Br:1][C:2]1[CH:7]=[C:6]([CH:5]=[CH:4][C:3]=1[S:10]([CH3:13])(=[O:12])=[O:11])[CH2:8][NH2:14], predict the reactants needed to synthesize it. The reactants are: [Br:1][C:2]1[CH:7]=[C:6]([CH2:8]Br)[CH:5]=[CH:4][C:3]=1[S:10]([CH3:13])(=[O:12])=[O:11].[NH4+:14].[OH-].Cl.